From a dataset of Full USPTO retrosynthesis dataset with 1.9M reactions from patents (1976-2016). Predict the reactants needed to synthesize the given product. Given the product [CH3:13][S:14]([CH2:2][C:3]1[CH:4]=[C:5]([CH:10]=[CH:11][CH:12]=1)[C:6]([O:8][CH3:9])=[O:7])(=[O:16])=[O:15], predict the reactants needed to synthesize it. The reactants are: Br[CH2:2][C:3]1[CH:4]=[C:5]([CH:10]=[CH:11][CH:12]=1)[C:6]([O:8][CH3:9])=[O:7].[CH3:13][S:14]([O-])(=[O:16])=[O:15].[Na+].